From a dataset of Reaction yield outcomes from USPTO patents with 853,638 reactions. Predict the reaction yield, written as a fraction of the theoretical maximum amount of product (1.0 means a 100% yield; for example, 0.34 means a 34% yield). (1) The reactants are O[CH2:2][C:3]1[N:4]=[C:5]([NH:8][C:9](=[O:15])[O:10][C:11]([CH3:14])([CH3:13])[CH3:12])[S:6][CH:7]=1.P(Br)(Br)[Br:17]. The catalyst is C(Cl)Cl.O. The product is [Br:17][CH2:2][C:3]1[N:4]=[C:5]([NH:8][C:9](=[O:15])[O:10][C:11]([CH3:14])([CH3:13])[CH3:12])[S:6][CH:7]=1. The yield is 0.580. (2) The product is [C:8]1([C:6]([OH:7])=[O:5])[C:18]2=[C:19]3[C:14](=[CH:15][CH:16]=[CH:17]2)[CH2:13][CH2:12][CH2:11][N:10]3[CH:9]=1. The yield is 0.850. The catalyst is C(O)C.O. The reactants are [OH-].[Na+].C([O:5][C:6]([C:8]1[C:18]2=[C:19]3[C:14](=[CH:15][CH:16]=[CH:17]2)[CH2:13][CH2:12][CH2:11][N:10]3[CH:9]=1)=[O:7])C.